The task is: Predict the reactants needed to synthesize the given product.. This data is from Full USPTO retrosynthesis dataset with 1.9M reactions from patents (1976-2016). Given the product [Cl:8][CH2:9][C:10]([N:1]1[CH2:4][CH2:3][C@H:2]1[C:5]#[N:7])=[O:11], predict the reactants needed to synthesize it. The reactants are: [NH:1]1[CH2:4][CH2:3][CH:2]1[C:5]([NH2:7])=O.[Cl:8][CH2:9][C:10](Cl)=[O:11].